The task is: Predict which catalyst facilitates the given reaction.. This data is from Catalyst prediction with 721,799 reactions and 888 catalyst types from USPTO. (1) Reactant: [Cl:1][C:2]1[CH:7]=[CH:6][CH:5]=[CH:4][C:3]=1[CH:8]([N:20]1[CH2:25][CH2:24][C:23]2[NH:26][CH:27]=[CH:28][C:22]=2[CH2:21]1)[CH2:9][CH2:10][CH2:11][CH2:12][CH2:13][C:14]([CH3:19])([CH3:18])[C:15]([OH:17])=[O:16].Cl.O. Product: [ClH:1].[Cl:1][C:2]1[CH:7]=[CH:6][CH:5]=[CH:4][C:3]=1[CH:8]([N:20]1[CH2:25][CH2:24][C:23]2[NH:26][CH:27]=[CH:28][C:22]=2[CH2:21]1)[CH2:9][CH2:10][CH2:11][CH2:12][CH2:13][C:14]([CH3:19])([CH3:18])[C:15]([OH:17])=[O:16]. The catalyst class is: 27. (2) Reactant: [CH:1]1([CH2:4][N:5]([CH2:15][CH2:16][CH3:17])[C:6]2[N:11]=[CH:10][N:9]=[C:8]([C:12]([OH:14])=O)[CH:7]=2)[CH2:3][CH2:2]1.C(N(C(C)C)CC)(C)C.ClC(OC)=O.[F:32][C:33]1[CH:34]=[C:35]([CH:37]=[CH:38][C:39]=1[N:40]1[CH2:45][CH2:44][O:43][CH2:42][CH2:41]1)[NH2:36]. Product: [CH:1]1([CH2:4][N:5]([CH2:15][CH2:16][CH3:17])[C:6]2[N:11]=[CH:10][N:9]=[C:8]([C:12]([NH:36][C:35]3[CH:37]=[CH:38][C:39]([N:40]4[CH2:41][CH2:42][O:43][CH2:44][CH2:45]4)=[C:33]([F:32])[CH:34]=3)=[O:14])[CH:7]=2)[CH2:2][CH2:3]1. The catalyst class is: 2. (3) Reactant: [H-].[Na+].[O:3]1[C:7]2([CH2:12][CH2:11][CH:10]([OH:13])[CH2:9][CH2:8]2)[O:6][CH2:5][CH2:4]1.[CH2:14](I)[CH3:15]. Product: [CH2:14]([O:13][CH:10]1[CH2:11][CH2:12][C:7]2([O:6][CH2:5][CH2:4][O:3]2)[CH2:8][CH2:9]1)[CH3:15]. The catalyst class is: 1. (4) Reactant: [Cl:1][C:2]1[CH:11]=[CH:10][C:5]([C:6]([O:8][CH3:9])=[O:7])=[CH:4][C:3]=1[N:12]1[CH:17]=[CH:16][NH:15][C:14](=O)[C:13]1=[O:19].CN(C)C=O.C(Br)(=O)C([Br:28])=O. Product: [Br:28][C:14]1[C:13](=[O:19])[N:12]([C:3]2[CH:4]=[C:5]([CH:10]=[CH:11][C:2]=2[Cl:1])[C:6]([O:8][CH3:9])=[O:7])[CH:17]=[CH:16][N:15]=1. The catalyst class is: 2. (5) Reactant: CN1CCOCC1.CN(C(ON1N=NC2C=CC=NC1=2)=[N+](C)C)C.F[P-](F)(F)(F)(F)F.[NH:32]1[CH2:37][CH2:36][O:35][CH2:34][CH2:33]1.[I:38][C:39]1[N:43]2[CH:44]=[C:45]([C:48]3[CH:56]=[CH:55][C:51]([C:52](O)=[O:53])=[CH:50][CH:49]=3)[N:46]=[CH:47][C:42]2=[N:41][CH:40]=1. Product: [I:38][C:39]1[N:43]2[CH:44]=[C:45]([C:48]3[CH:49]=[CH:50][C:51]([C:52]([N:32]4[CH2:37][CH2:36][O:35][CH2:34][CH2:33]4)=[O:53])=[CH:55][CH:56]=3)[N:46]=[CH:47][C:42]2=[N:41][CH:40]=1. The catalyst class is: 18. (6) Reactant: CC(C)([O-])C.[K+].[CH2:7]([O:14][C:15]1[C:24](=[O:25])[C:23]2[C:18](=[CH:19][C:20]([O:27][CH2:28][C:29]3[CH:34]=[CH:33][CH:32]=[CH:31][CH:30]=3)=[CH:21][C:22]=2[OH:26])[O:17][C:16]=1[C:35]1[CH:40]=[CH:39][C:38]([OH:41])=[CH:37][CH:36]=1)[C:8]1[CH:13]=[CH:12][CH:11]=[CH:10][CH:9]=1.ClC1C=CC(S(O[CH2:53][P:54]([O:59][CH2:60][CH3:61])([O:56][CH2:57][CH3:58])=[O:55])(=O)=O)=CC=1. Product: [CH2:7]([O:14][C:15]1[C:24](=[O:25])[C:23]2[C:18](=[CH:19][C:20]([O:27][CH2:28][C:29]3[CH:34]=[CH:33][CH:32]=[CH:31][CH:30]=3)=[CH:21][C:22]=2[OH:26])[O:17][C:16]=1[C:35]1[CH:36]=[CH:37][C:38]([O:41][CH2:53][P:54](=[O:55])([O:59][CH2:60][CH3:61])[O:56][CH2:57][CH3:58])=[CH:39][CH:40]=1)[C:8]1[CH:9]=[CH:10][CH:11]=[CH:12][CH:13]=1. The catalyst class is: 44. (7) Reactant: C([N-]C(C)C)(C)C.[Li+].[N:9]1[CH:14]=[CH:13][CH:12]=[C:11]([CH3:15])[CH:10]=1.[Cl:16][C:17]1[C:26]([Cl:27])=[CH:25][CH:24]=[CH:23][C:18]=1[C:19](OC)=[O:20]. Product: [Cl:16][C:17]1[C:26]([Cl:27])=[CH:25][CH:24]=[CH:23][C:18]=1[C:19](=[O:20])[CH2:15][C:11]1[CH:10]=[N:9][CH:14]=[CH:13][CH:12]=1. The catalyst class is: 1.